From a dataset of Reaction yield outcomes from USPTO patents with 853,638 reactions. Predict the reaction yield, written as a fraction of the theoretical maximum amount of product (1.0 means a 100% yield; for example, 0.34 means a 34% yield). (1) The reactants are [F:1][C:2]1[CH:3]=[C:4]([OH:9])[CH:5]=[CH:6][C:7]=1[CH3:8].[N+:10]([O-])([OH:12])=[O:11]. The catalyst is ClCCCl.[Br-].C([N+](CCCC)(CCCC)CCCC)CCC.O. The product is [F:1][C:2]1[C:7]([CH3:8])=[CH:6][C:5]([N+:10]([O-:12])=[O:11])=[C:4]([OH:9])[CH:3]=1. The yield is 0.570. (2) The reactants are [CH3:1][C@@:2]12[C@@H:10]([OH:11])[CH2:9][CH2:8][C@H:7]1[C@@H:6]1[CH2:12][CH2:13][C:14]3[C@@:20]([CH3:21])([C@H:5]1[CH2:4][CH2:3]2)[CH2:19][CH2:18][C:16](=[O:17])[CH:15]=3.Cl[C:23]([O:25][CH3:26])=[O:24]. The catalyst is N1C=CC=CC=1. The product is [CH3:26][O:25][C:23]([O:11][C@H:10]1[CH2:9][CH2:8][C@H:7]2[C@H:6]3[C@H:5]([CH2:4][CH2:3][C@:2]12[CH3:1])[C@:20]1([CH3:21])[C:14](=[CH:15][C:16](=[O:17])[CH2:18][CH2:19]1)[CH2:13][CH2:12]3)=[O:24]. The yield is 0.760. (3) The reactants are [F:1][C:2]1[CH:3]=[C:4]([CH:7]=[CH:8][C:9]=1[O:10][CH2:11][CH2:12][CH2:13][N:14]1[CH2:19][CH2:18][N:17]([CH3:20])[CH2:16][CH2:15]1)[CH:5]=O.[CH3:21][C:22]1[CH:27]=[CH:26][CH:25]=[C:24]([NH2:28])[C:23]=1[NH2:29]. No catalyst specified. The product is [F:1][C:2]1[CH:3]=[C:4]([C:5]2[NH:28][C:24]3[CH:25]=[CH:26][CH:27]=[C:22]([CH3:21])[C:23]=3[N:29]=2)[CH:7]=[CH:8][C:9]=1[O:10][CH2:11][CH2:12][CH2:13][N:14]1[CH2:19][CH2:18][N:17]([CH3:20])[CH2:16][CH2:15]1. The yield is 1.00. (4) The product is [F:33][C:27]1[CH:28]=[CH:29][C:30]([F:32])=[CH:31][C:26]=1[C:17]1[S:16][C:15]([CH2:34][CH2:35][CH2:36][NH:37][C:38](=[O:44])[O:39][C:40]([CH3:43])([CH3:42])[CH3:41])([C:11]2[CH:12]=[CH:13][CH:14]=[C:9]([OH:8])[CH:10]=2)[N:19]([C:20]2[S:21][C:22]([CH3:25])=[N:23][N:24]=2)[N:18]=1. The yield is 0.820. The catalyst is C1COCC1. The reactants are [Si]([O:8][C:9]1[CH:10]=[C:11]([C:15]2([CH2:34][CH2:35][CH2:36][NH:37][C:38](=[O:44])[O:39][C:40]([CH3:43])([CH3:42])[CH3:41])[N:19]([C:20]3[S:21][C:22]([CH3:25])=[N:23][N:24]=3)[N:18]=[C:17]([C:26]3[CH:31]=[C:30]([F:32])[CH:29]=[CH:28][C:27]=3[F:33])[S:16]2)[CH:12]=[CH:13][CH:14]=1)(C(C)(C)C)(C)C.CCCC[N+](CCCC)(CCCC)CCCC.[F-]. (5) The reactants are [CH2:1]([N:3]=[C:4]=[O:5])[CH3:2].[NH2:6][C:7]1[N:12]=[CH:11][C:10](/[CH:13]=[CH:14]/[C:15]([N:17]([CH3:29])[CH2:18][C:19]2[N:20]([CH3:28])[C:21]3[C:26]([CH:27]=2)=[CH:25][CH:24]=[CH:23][CH:22]=3)=[O:16])=[CH:9][CH:8]=1.C(N(CC)CC)C. The catalyst is CN(C=O)C. The product is [CH2:1]([NH:3][C:4](=[O:5])[NH:6][C:7]1[N:12]=[CH:11][C:10](/[CH:13]=[CH:14]/[C:15]([N:17]([CH3:29])[CH2:18][C:19]2[N:20]([CH3:28])[C:21]3[C:26]([CH:27]=2)=[CH:25][CH:24]=[CH:23][CH:22]=3)=[O:16])=[CH:9][CH:8]=1)[CH3:2]. The yield is 0.240. (6) The reactants are [CH3:1][C:2]1[CH:3]=[C:4]([CH:29]=[C:30]([CH3:32])[CH:31]=1)[O:5][C:6]1[CH:11]=[CH:10][C:9]([OH:12])=[CH:8][C:7]=1[S:13]([N:16]1[CH2:21][CH2:20][N:19]([C:22]([O:24][C:25]([CH3:28])([CH3:27])[CH3:26])=[O:23])[CH2:18][CH2:17]1)(=[O:15])=[O:14].CI.[C:35]([O-])([O-])=O.[K+].[K+]. The catalyst is CN(C=O)C. The product is [CH3:32][C:30]1[CH:29]=[C:4]([CH:3]=[C:2]([CH3:1])[CH:31]=1)[O:5][C:6]1[CH:11]=[CH:10][C:9]([O:12][CH3:35])=[CH:8][C:7]=1[S:13]([N:16]1[CH2:17][CH2:18][N:19]([C:22]([O:24][C:25]([CH3:28])([CH3:27])[CH3:26])=[O:23])[CH2:20][CH2:21]1)(=[O:15])=[O:14]. The yield is 0.971.